Dataset: Reaction yield outcomes from USPTO patents with 853,638 reactions. Task: Predict the reaction yield, written as a fraction of the theoretical maximum amount of product (1.0 means a 100% yield; for example, 0.34 means a 34% yield). (1) The catalyst is CN(C=O)C. The reactants are [C:1]([O:5][C:6]([NH:8][C@@H:9]([CH:13]1[CH2:15][CH2:14]1)[C:10]([OH:12])=O)=[O:7])([CH3:4])([CH3:3])[CH3:2].C[N:17]1[CH2:22][CH2:21]OC[CH2:18]1.CN(C(ON1N=NC2C=CC=CC1=2)=[N+](C)C)C.[B-](F)(F)(F)F.N1CCC1. The product is [N:17]1([C:10](=[O:12])[C@@H:9]([NH:8][C:6](=[O:7])[O:5][C:1]([CH3:2])([CH3:3])[CH3:4])[CH:13]2[CH2:15][CH2:14]2)[CH2:18][CH2:21][CH2:22]1. The yield is 0.860. (2) The reactants are [F:1][C:2]1[C:7]([C:8]2[CH:13]=[CH:12][CH:11]=[C:10]([F:14])[CH:9]=2)=[CH:6][CH:5]=[C:4]([F:15])[C:3]=1[CH2:16][NH:17][C:18]1[C:19]([F:32])=[C:20]([CH:28]=[CH:29][C:30]=1[F:31])[O:21][CH2:22][C:23]([O:25]CC)=[O:24].[OH-].[Na+]. The catalyst is C1COCC1. The product is [F:1][C:2]1[C:7]([C:8]2[CH:13]=[CH:12][CH:11]=[C:10]([F:14])[CH:9]=2)=[CH:6][CH:5]=[C:4]([F:15])[C:3]=1[CH2:16][NH:17][C:18]1[C:19]([F:32])=[C:20]([CH:28]=[CH:29][C:30]=1[F:31])[O:21][CH2:22][C:23]([OH:25])=[O:24]. The yield is 0.800. (3) The reactants are Cl.Cl[C:3]1[CH:8]=[C:7]([C:9]2[CH:14]=[CH:13][CH:12]=[C:11]([Cl:15])[CH:10]=2)[N:6]=[C:5]([CH3:16])[C:4]=1[CH2:17][CH3:18].[NH2:19][C:20]1[CH:25]=[CH:24][C:23]([CH2:26][C:27]([O:29][CH3:30])=[O:28])=[CH:22][CH:21]=1. No catalyst specified. The product is [Cl:15][C:11]1[CH:10]=[C:9]([C:7]2[N:6]=[C:5]([CH3:16])[C:4]([CH2:17][CH3:18])=[C:3]([NH:19][C:20]3[CH:21]=[CH:22][C:23]([CH2:26][C:27]([O:29][CH3:30])=[O:28])=[CH:24][CH:25]=3)[CH:8]=2)[CH:14]=[CH:13][CH:12]=1. The yield is 0.410.